From a dataset of Reaction yield outcomes from USPTO patents with 853,638 reactions. Predict the reaction yield, written as a fraction of the theoretical maximum amount of product (1.0 means a 100% yield; for example, 0.34 means a 34% yield). (1) The reactants are [Cl:1][C:2]1[N:7]=[C:6](Cl)[CH:5]=[CH:4][N:3]=1.[CH:9]1(B(O)O)[CH2:11][CH2:10]1.P([O-])([O-])([O-])=O.[K+].[K+].[K+]. The catalyst is C1C=CC(P(C2C=CC=CC=2)[C-]2C=CC=C2)=CC=1.C1C=CC(P(C2C=CC=CC=2)[C-]2C=CC=C2)=CC=1.Cl[Pd]Cl.[Fe+2].C(Cl)Cl.C1COCC1. The product is [Cl:1][C:2]1[N:7]=[C:6]([CH:9]2[CH2:11][CH2:10]2)[CH:5]=[CH:4][N:3]=1. The yield is 0.579. (2) The reactants are N[C@H]1C2C(=CC=CC=2)C[C@H]1O.[Br:12][CH2:13][C:14]([C:16]1[CH:21]=[CH:20][C:19]([O:22][CH2:23][C:24]2[CH:29]=[CH:28][CH:27]=[CH:26][CH:25]=2)=[C:18]([N+:30]([O-:32])=[O:31])[CH:17]=1)=[O:15]. The catalyst is C1COCC1. The product is [N+:30]([C:18]1[CH:17]=[C:16]([C@H:14]([OH:15])[CH2:13][Br:12])[CH:21]=[CH:20][C:19]=1[O:22][CH2:23][C:24]1[CH:29]=[CH:28][CH:27]=[CH:26][CH:25]=1)([O-:32])=[O:31]. The yield is 0.940. (3) The reactants are [OH:1][CH:2]([C:4]1[CH:9]=[CH:8][C:7]([N:10]2[C:15](=[O:16])[C:14]([CH2:17][C:18]3[CH:23]=[CH:22][C:21]([C:24]4[CH:29]=[CH:28][CH:27]=[CH:26][C:25]=4[C:30]4[NH:34][C:33](=[O:35])[O:32][N:31]=4)=[CH:20][CH:19]=3)=[C:13]([CH2:36][CH2:37][CH3:38])[N:12]3[N:39]=[CH:40][N:41]=[C:11]23)=[CH:6][CH:5]=1)[CH3:3].[BH4-].[Na+]. The catalyst is CO. The product is [C:2]([C:4]1[CH:9]=[CH:8][C:7]([N:10]2[C:15](=[O:16])[C:14]([CH2:17][C:18]3[CH:19]=[CH:20][C:21]([C:24]4[CH:29]=[CH:28][CH:27]=[CH:26][C:25]=4[C:30]4[NH:34][C:33](=[O:35])[O:32][N:31]=4)=[CH:22][CH:23]=3)=[C:13]([CH2:36][CH2:37][CH3:38])[N:12]3[N:39]=[CH:40][N:41]=[C:11]23)=[CH:6][CH:5]=1)(=[O:1])[CH3:3]. The yield is 0.720. (4) The reactants are [Cl:1][C:2]1[C:3]([F:28])=[C:4]([CH:8]2[C:12]([C:15]3[CH:20]=[CH:19][C:18]([Cl:21])=[CH:17][C:16]=3[F:22])([C:13]#[N:14])[CH:11]([CH2:23][C:24]([CH3:27])([CH3:26])[CH3:25])[CH2:10][NH:9]2)[CH:5]=[CH:6][CH:7]=1.[CH2:29]([O:31][C:32](=[O:38])[CH2:33][CH2:34][N:35]=[C:36]=[O:37])[CH3:30]. No catalyst specified. The product is [CH2:29]([O:31][C:32](=[O:38])[CH2:33][CH2:34][NH:35][C:36]([N:9]1[CH2:10][C@@H:11]([CH2:23][C:24]([CH3:25])([CH3:27])[CH3:26])[C@@:12]([C:15]2[CH:20]=[CH:19][C:18]([Cl:21])=[CH:17][C:16]=2[F:22])([C:13]#[N:14])[C@H:8]1[C:4]1[CH:5]=[CH:6][CH:7]=[C:2]([Cl:1])[C:3]=1[F:28])=[O:37])[CH3:30]. The yield is 0.850.